This data is from Catalyst prediction with 721,799 reactions and 888 catalyst types from USPTO. The task is: Predict which catalyst facilitates the given reaction. (1) The catalyst class is: 8. Product: [CH3:2][O:3][C:4]1[CH:9]=[CH:8][C:7]([N:10]2[CH:16]=[CH:15][CH:14]=[N:11]2)=[CH:6][CH:5]=1. Reactant: Cl.[CH3:2][O:3][C:4]1[CH:9]=[CH:8][C:7]([NH:10][NH2:11])=[CH:6][CH:5]=1.CO[CH:14](OC)[CH2:15][CH:16](OC)OC. (2) Reactant: [F:1][C:2]1[CH:7]=[CH:6][C:5]([S:8][C:9]2[CH:14]=[CH:13][CH:12]=[CH:11][C:10]=2[CH2:15][C:16]([OH:18])=O)=[CH:4][CH:3]=1. Product: [F:1][C:2]1[CH:3]=[CH:4][C:5]2[S:8][C:9]3[CH:14]=[CH:13][CH:12]=[CH:11][C:10]=3[CH2:15][C:16](=[O:18])[C:6]=2[CH:7]=1. The catalyst class is: 25. (3) Reactant: [CH3:1][O:2][C:3]1[CH:12]=[C:11]2[C:6]([C:7](=[O:22])[N:8]([C:14]3[CH:21]=[CH:20][C:17]([C:18]#[N:19])=[CH:16][CH:15]=3)[C:9](=O)[NH:10]2)=[CH:5][CH:4]=1.C1N(P(Cl)(N2C(=O)OCC2)=O)C(=O)OC1.C1CCN2[C:41](=[N:42][CH2:43][CH2:44]C2)[CH2:40]C1.C(NCC)C. Product: [CH2:41]([N:42]([CH2:43][CH3:44])[C:9]1[N:8]([C:14]2[CH:21]=[CH:20][C:17]([C:18]#[N:19])=[CH:16][CH:15]=2)[C:7](=[O:22])[C:6]2[C:11](=[CH:12][C:3]([O:2][CH3:1])=[CH:4][CH:5]=2)[N:10]=1)[CH3:40]. The catalyst class is: 23. (4) Reactant: [Cl:1][C:2]1[CH:9]=[C:8]([O:10][CH2:11][O:12][CH2:13][CH2:14][Si:15]([CH3:18])([CH3:17])[CH3:16])[CH:7]=[CH:6][C:3]=1[NH:4][CH3:5].[Cl:19][CH2:20][C:21](Cl)=[O:22].C(N(CC)CC)C.O. Product: [Cl:19][CH2:20][C:21]([N:4]([C:3]1[CH:6]=[CH:7][C:8]([O:10][CH2:11][O:12][CH2:13][CH2:14][Si:15]([CH3:18])([CH3:17])[CH3:16])=[CH:9][C:2]=1[Cl:1])[CH3:5])=[O:22]. The catalyst class is: 4. (5) Reactant: [NH2:1][C:2]1[S:3][CH:4]=[C:5]([C:7]([O-:9])=[O:8])[N:6]=1.[C:10](O[C:10]([O:12][C:13]([CH3:16])([CH3:15])[CH3:14])=[O:11])([O:12][C:13]([CH3:16])([CH3:15])[CH3:14])=[O:11].Cl[CH2:26]Cl.O1CCCC1. Product: [C:13]([O:12][C:10]([NH:1][C:2]1[S:3][CH:4]=[C:5]([C:7]([O:9][CH3:26])=[O:8])[N:6]=1)=[O:11])([CH3:16])([CH3:15])[CH3:14]. The catalyst class is: 277. (6) Reactant: [Cl:1][C:2]1[CH:3]=[CH:4][C:5]([F:9])=[C:6]([CH:8]=1)[NH2:7].[Br:10]N1C(=O)CCC1=O. Product: [Br:10][C:3]1[C:2]([Cl:1])=[CH:8][C:6]([NH2:7])=[C:5]([F:9])[CH:4]=1. The catalyst class is: 10. (7) Reactant: [NH2:1][CH2:2][C:3]1[N:8]=[CH:7][C:6]([CH:9]([CH3:30])[C:10]([NH:12][CH2:13][C:14]2[N:18]([C:19]3[CH:24]=[CH:23][CH:22]=[C:21]([Cl:25])[CH:20]=3)[N:17]=[C:16]([C:26]([F:29])([F:28])[F:27])[CH:15]=2)=[O:11])=[CH:5][CH:4]=1.[CH3:31][S:32](Cl)(=[O:34])=[O:33].C(N(CC)CC)C. Product: [Cl:25][C:21]1[CH:20]=[C:19]([N:18]2[C:14]([CH2:13][NH:12][C:10](=[O:11])[CH:9]([C:6]3[CH:7]=[N:8][C:3]([CH2:2][NH:1][S:32]([CH3:31])(=[O:34])=[O:33])=[CH:4][CH:5]=3)[CH3:30])=[CH:15][C:16]([C:26]([F:29])([F:28])[F:27])=[N:17]2)[CH:24]=[CH:23][CH:22]=1. The catalyst class is: 4. (8) Reactant: C([N:3]([CH2:6][CH3:7])[CH2:4][CH3:5])C.[CH2:8]1[C:12]2=[CH:13][C:14]3[CH2:15]CC[CH2:18][C:19]=3[CH:20]=[C:11]2[CH2:10]C1N.C(=O)[C:23]1[CH:28]=[CH:27]C=[CH:25][CH:24]=1.[C:30](O[BH-](OC(=O)C)OC(=O)C)(=O)C.[Na+].C(O)(=O)C. Product: [CH2:6]([NH:3][CH:4]1[CH2:5][C:13]2[C:12](=[C:11]([CH3:10])[C:20]([CH3:30])=[C:19]([CH3:18])[C:14]=2[CH3:15])[CH2:8]1)[C:7]1[CH:27]=[CH:28][CH:23]=[CH:24][CH:25]=1. The catalyst class is: 417. (9) Reactant: [NH2:1][C:2]1[NH:6][N:5]=[C:4]([C:7]([O:9][CH2:10][CH3:11])=[O:8])[C:3]=1[CH2:12][CH2:13][CH3:14].[C:15](OCC)(=[O:20])[CH2:16][C:17]([CH3:19])=O. Product: [CH3:19][C:17]1[NH:1][C:2]2[N:6]([N:5]=[C:4]([C:7]([O:9][CH2:10][CH3:11])=[O:8])[C:3]=2[CH2:12][CH2:13][CH3:14])[C:15](=[O:20])[CH:16]=1. The catalyst class is: 15.